Dataset: hERG Central: cardiac toxicity at 1µM, 10µM, and general inhibition. Task: Predict hERG channel inhibition at various concentrations. (1) The molecule is O=C(NCc1ccncc1)/C(=C/c1cccc([N+](=O)[O-])c1)NC(=O)c1ccccc1. Results: hERG_inhib (hERG inhibition (general)): blocker. (2) The compound is O=C(C[n+]1cccc(NC(=O)c2ccccc2)c1)c1cccc([N+](=O)[O-])c1.[Br-]. Results: hERG_inhib (hERG inhibition (general)): blocker. (3) Results: hERG_inhib (hERG inhibition (general)): blocker. The compound is Cl.O.O=C1Cc2ccccc2Sc2c(OCCN3CCCCC3)cccc21. (4) The molecule is CCN(CC)CCNCc1ccc(Br)cc1OCC(=O)NCc1ccccc1.Cl. Results: hERG_inhib (hERG inhibition (general)): blocker. (5) The drug is OCC1(Cc2ccccc2)CCN(Cc2cc3ccccc3o2)CC1. Results: hERG_inhib (hERG inhibition (general)): blocker. (6) The molecule is COc1cc(NC(=O)CCN2CCN(C/C=C/c3ccccc3)CC2)cc(OC)c1. Results: hERG_inhib (hERG inhibition (general)): blocker. (7) The compound is N=c1c(C(=O)NCc2ccco2)cc2c(=O)n3ccccc3nc2n1CCc1ccccc1. Results: hERG_inhib (hERG inhibition (general)): blocker. (8) The drug is Br.C=CCn1c(=N)n(CC(=O)c2ccc(Br)s2)c2ccccc21. Results: hERG_inhib (hERG inhibition (general)): blocker. (9) The molecule is Cc1oc(-c2ccc(Cl)cc2)nc1CSCC(=O)NC1CCN(Cc2ccccc2)CC1. Results: hERG_inhib (hERG inhibition (general)): blocker.